Dataset: Peptide-MHC class II binding affinity with 134,281 pairs from IEDB. Task: Regression. Given a peptide amino acid sequence and an MHC pseudo amino acid sequence, predict their binding affinity value. This is MHC class II binding data. (1) The peptide sequence is SLKTALTGAMRVTKD. The MHC is DRB1_0401 with pseudo-sequence DRB1_0401. The binding affinity (normalized) is 0.294. (2) The peptide sequence is VRVWDVKNAELLNNQ. The MHC is DRB1_0404 with pseudo-sequence DRB1_0404. The binding affinity (normalized) is 0.440. (3) The peptide sequence is KTFEREYPTIKQKKPHHHHHH. The MHC is DRB1_0701 with pseudo-sequence DRB1_0701. The binding affinity (normalized) is 0.300. (4) The peptide sequence is DDRITKARWVYFLTR. The MHC is HLA-DQA10501-DQB10201 with pseudo-sequence HLA-DQA10501-DQB10201. The binding affinity (normalized) is 0.